This data is from Reaction yield outcomes from USPTO patents with 853,638 reactions. The task is: Predict the reaction yield, written as a fraction of the theoretical maximum amount of product (1.0 means a 100% yield; for example, 0.34 means a 34% yield). (1) The yield is 0.542. The catalyst is CCCCCCC.O.C(OCC)(=O)C. The product is [CH3:1][C:2]1([CH3:31])[C:10]2[CH:9]=[C:8]3[O:11][CH2:12][O:13][C:7]3=[CH:6][C:5]=2[C:4](=[O:14])[N:3]1[CH2:15][CH2:16][CH:17]1[CH2:22][CH2:21][N:20]([C:23]([O:25][C:26]([CH3:28])([CH3:27])[CH3:29])=[O:24])[CH2:19][CH2:18]1. The reactants are [CH3:1][CH:2]1[C:10]2[CH:9]=[C:8]3[O:11][CH2:12][O:13][C:7]3=[CH:6][C:5]=2[C:4](=[O:14])[N:3]1[CH2:15][CH2:16][CH:17]1[CH2:22][CH2:21][N:20]([C:23]([O:25][C:26]([CH3:29])([CH3:28])[CH3:27])=[O:24])[CH2:19][CH2:18]1.O1CCC[CH2:31]1.C([N-]C(C)C)(C)C.[Li+].IC. (2) The reactants are F[C:2]1[CH:7]=[CH:6][C:5]([S:8]([N:11]([CH3:13])[CH3:12])(=[O:10])=[O:9])=[CH:4][CH:3]=1.C(N(C(C)C)CC)(C)C.[NH2:23][CH2:24][C:25]([NH2:28])([CH3:27])[CH3:26].[OH-].[Na+]. No catalyst specified. The product is [CH3:12][N:11]([CH3:13])[S:8]([C:5]1[CH:6]=[CH:7][C:2]([NH:23][CH2:24][C:25]([NH2:28])([CH3:27])[CH3:26])=[CH:3][CH:4]=1)(=[O:10])=[O:9]. The yield is 0.350. (3) The reactants are [Br:1][C:2]1[CH:12]=[CH:11][CH:10]=[C:9]([N+:13]([O-:15])=[O:14])[C:3]=1[CH2:4][O:5]C(=O)C.[OH-].[K+]. The catalyst is O. The product is [Br:1][C:2]1[CH:12]=[CH:11][CH:10]=[C:9]([N+:13]([O-:15])=[O:14])[C:3]=1[CH2:4][OH:5]. The yield is 0.860.